Dataset: Peptide-MHC class I binding affinity with 185,985 pairs from IEDB/IMGT. Task: Regression. Given a peptide amino acid sequence and an MHC pseudo amino acid sequence, predict their binding affinity value. This is MHC class I binding data. (1) The peptide sequence is ISARALKAY. The MHC is HLA-A33:01 with pseudo-sequence HLA-A33:01. The binding affinity (normalized) is 0.103. (2) The peptide sequence is SACANGWIQY. The MHC is HLA-A68:01 with pseudo-sequence HLA-A68:01. The binding affinity (normalized) is 0.263. (3) The peptide sequence is RAEVSLHEV. The MHC is HLA-A29:02 with pseudo-sequence HLA-A29:02. The binding affinity (normalized) is 0. (4) The peptide sequence is DVFHLYLQY. The MHC is HLA-A31:01 with pseudo-sequence HLA-A31:01. The binding affinity (normalized) is 0.228. (5) The peptide sequence is WSYNAELLVA. The MHC is HLA-A02:01 with pseudo-sequence HLA-A02:01. The binding affinity (normalized) is 0.488. (6) The peptide sequence is FPRSAERAG. The MHC is HLA-B27:05 with pseudo-sequence HLA-B27:05. The binding affinity (normalized) is 0.0847. (7) The peptide sequence is MFMMIFHFV. The MHC is HLA-A03:01 with pseudo-sequence HLA-A03:01. The binding affinity (normalized) is 0.0847. (8) The peptide sequence is YLHRDIFDI. The MHC is HLA-A31:01 with pseudo-sequence HLA-A31:01. The binding affinity (normalized) is 0.0847. (9) The peptide sequence is YLEGHGFRF. The MHC is HLA-A02:06 with pseudo-sequence HLA-A02:06. The binding affinity (normalized) is 0.347.